Dataset: Full USPTO retrosynthesis dataset with 1.9M reactions from patents (1976-2016). Task: Predict the reactants needed to synthesize the given product. (1) Given the product [CH3:28][N:25]1[C:26]([CH3:27])=[C:22]([S:19](=[O:21])(=[O:20])[NH:2][C:3]2([CH3:4])[CH2:11][O:10][CH2:8]2)[CH:23]=[C:24]1[C:29]([O:31][CH2:32][CH3:33])=[O:30], predict the reactants needed to synthesize it. The reactants are: C[N:2]1C(C)=C[CH:4]=[C:3]1[C:8]([O:10][CH2:11]C)=O.ClS(O)(=O)=O.Cl[S:19]([C:22]1[CH:23]=[C:24]([C:29]([O:31][CH2:32][CH3:33])=[O:30])[N:25]([CH3:28])[C:26]=1[CH3:27])(=[O:21])=[O:20].CCN(C(C)C)C(C)C.CC1(N)COC1. (2) Given the product [CH2:43]([N:50]([CH:51]1[CH2:56][CH2:55][CH2:54][N:53]([C:57]2[C:58]3[CH:65]=[CH:64][N:63]([S:66]([C:69]4[CH:70]=[CH:71][C:72]([CH3:73])=[CH:74][CH:75]=4)(=[O:68])=[O:67])[C:59]=3[N:60]=[CH:61][N:62]=2)[CH2:52]1)[C:9](=[O:11])[CH2:8][NH:7][C:1]1[CH:2]=[CH:3][CH:4]=[CH:5][CH:6]=1)[C:44]1[CH:45]=[CH:46][CH:47]=[CH:48][CH:49]=1, predict the reactants needed to synthesize it. The reactants are: [C:1]1([NH:7][CH2:8][C:9]([OH:11])=O)[CH:6]=[CH:5][CH:4]=[CH:3][CH:2]=1.CN(C(ON1N=NC2C=CC=NC1=2)=[N+](C)C)C.F[P-](F)(F)(F)(F)F.CCN(CC)CC.[CH2:43]([NH:50][CH:51]1[CH2:56][CH2:55][CH2:54][N:53]([C:57]2[C:58]3[CH:65]=[CH:64][N:63]([S:66]([C:69]4[CH:75]=[CH:74][C:72]([CH3:73])=[CH:71][CH:70]=4)(=[O:68])=[O:67])[C:59]=3[N:60]=[CH:61][N:62]=2)[CH2:52]1)[C:44]1[CH:49]=[CH:48][CH:47]=[CH:46][CH:45]=1.